Predict the reaction yield, written as a fraction of the theoretical maximum amount of product (1.0 means a 100% yield; for example, 0.34 means a 34% yield). From a dataset of Reaction yield outcomes from USPTO patents with 853,638 reactions. (1) The reactants are O[CH:2]([C:8]1[CH:9]=[CH:10][C:11]2[N:12]([CH:14]=[CH:15][N:16]=2)[CH:13]=1)[C:3]([O:5][CH2:6][CH3:7])=[O:4].S(Cl)(C)(=O)=O.[CH3:22][N:23]1[CH2:28][CH2:27][NH:26][CH2:25][CH2:24]1.C([O-])(O)=O.[Na+]. The catalyst is C(Cl)Cl. The product is [N:16]1[CH:15]=[CH:14][N:12]2[CH:13]=[C:8]([CH:2]([N:26]3[CH2:27][CH2:28][N:23]([CH3:22])[CH2:24][CH2:25]3)[C:3]([O:5][CH2:6][CH3:7])=[O:4])[CH:9]=[CH:10][C:11]=12. The yield is 0.620. (2) The reactants are [CH:1]([C:4]1[CH:9]=[CH:8][C:7]([C:10]2[CH:15]=[CH:14][N:13]=[CH:12][CH:11]=2)=[CH:6][CH:5]=1)([CH3:3])[CH3:2].ClC1C=C(C=CC=1)C(OO)=[O:21]. The catalyst is ClCCl. The product is [CH:1]([C:4]1[CH:9]=[CH:8][C:7]([C:10]2[CH:11]=[CH:12][N+:13]([O-:21])=[CH:14][CH:15]=2)=[CH:6][CH:5]=1)([CH3:3])[CH3:2]. The yield is 0.780. (3) The reactants are [C:1](O[C:1](=[O:5])[C:2]([CH3:4])=[CH2:3])(=[O:5])[C:2]([CH3:4])=[CH2:3].[CH2:12]([O:14][P:15]([CH2:20][CH:21]([CH2:31][OH:32])[CH2:22][P:23](=[O:30])([O:27][CH2:28][CH3:29])[O:24][CH2:25][CH3:26])(=[O:19])[O:16][CH2:17][CH3:18])[CH3:13].C(N(CC)CC)C.O. The yield is 0.750. The catalyst is CN(C1C=CN=CC=1)C.ClCCl. The product is [CH2:25]([O:24][P:23]([CH2:22][CH:21]([CH2:31][O:32][C:1](=[O:5])[C:2]([CH3:4])=[CH2:3])[CH2:20][P:15](=[O:19])([O:16][CH2:17][CH3:18])[O:14][CH2:12][CH3:13])(=[O:30])[O:27][CH2:28][CH3:29])[CH3:26].